This data is from Forward reaction prediction with 1.9M reactions from USPTO patents (1976-2016). The task is: Predict the product of the given reaction. Given the reactants [Br:1][C:2]1[CH:3]=[C:4]([NH:8][CH:9]=[C:10]2[C:15](=[O:16])OC(C)(C)OC2=O)[CH:5]=[N:6][CH:7]=1.C1(OC2C=CC=CC=2)C=CC=CC=1, predict the reaction product. The product is: [Br:1][C:2]1[CH:3]=[C:4]2[C:5]([C:15](=[O:16])[CH:10]=[CH:9][NH:8]2)=[N:6][CH:7]=1.